Dataset: Full USPTO retrosynthesis dataset with 1.9M reactions from patents (1976-2016). Task: Predict the reactants needed to synthesize the given product. (1) Given the product [CH3:11][S:12]([O:1][C:2]1[CH:3]=[C:4]([CH2:5][Br:17])[CH:7]=[C:8]([O:10][S:12]([CH3:11])(=[O:14])=[O:13])[CH:9]=1)(=[O:14])=[O:13], predict the reactants needed to synthesize it. The reactants are: [OH:1][C:2]1[CH:3]=[C:4]([CH:7]=[C:8]([OH:10])[CH:9]=1)[CH2:5]O.[CH3:11][S:12](Cl)(=[O:14])=[O:13].[Li+].[Br-:17]. (2) Given the product [Cl:26][C:12]1[N:13]=[C:8]([C:3]2[CH:4]=[CH:5][CH:6]=[CH:7][C:2]=2[Cl:1])[C:9]([C:17]2[CH:22]=[CH:21][C:20]([Cl:23])=[CH:19][CH:18]=2)=[CH:10][C:11]=1[C:15]#[N:16], predict the reactants needed to synthesize it. The reactants are: [Cl:1][C:2]1[CH:7]=[CH:6][CH:5]=[CH:4][C:3]=1[C:8]1[NH:13][C:12](=O)[C:11]([C:15]#[N:16])=[CH:10][C:9]=1[C:17]1[CH:22]=[CH:21][C:20]([Cl:23])=[CH:19][CH:18]=1.O=P(Cl)(Cl)[Cl:26]. (3) Given the product [Cl:1][C:2]1[CH:3]=[C:4]([S:8][C:9]2[CH:18]=[CH:17][C:12]([C:13]([OH:15])=[O:14])=[CH:11][CH:10]=2)[CH:5]=[CH:6][CH:7]=1, predict the reactants needed to synthesize it. The reactants are: [Cl:1][C:2]1[CH:3]=[C:4]([S:8][C:9]2[CH:18]=[CH:17][C:12]([C:13]([O:15]C)=[O:14])=[CH:11][CH:10]=2)[CH:5]=[CH:6][CH:7]=1.[Li+].[OH-].C(O)(=O)CC(CC(O)=O)(C(O)=O)O. (4) Given the product [CH2:11]([O:18][C:19]1[C:20](=[O:22])[NH:36][C:34]([CH:33]([O:32][CH2:31][CH2:30][S:29][CH3:28])[CH3:37])=[N:35][C:2]=1[C:1]([O:8][CH2:9][CH3:10])=[O:7])[C:12]1[CH:13]=[CH:14][CH:15]=[CH:16][CH:17]=1, predict the reactants needed to synthesize it. The reactants are: [C:1]([O:8][CH2:9][CH3:10])(=[O:7])[C:2](OCC)=O.[CH2:11]([O:18][CH2:19][C:20]([O:22]CC)=O)[C:12]1[CH:17]=[CH:16][CH:15]=[CH:14][CH:13]=1.[H-].[Na+].Cl.[CH3:28][S:29][CH2:30][CH2:31][O:32][CH:33]([CH3:37])[C:34]([NH2:36])=[NH:35].[O-]CC.[Na+]. (5) Given the product [F:7][C:8]([F:19])([F:18])[C:9]([N:1]1[CH2:5][CH2:4][CH2:3][C:2]1=[O:6])=[O:10], predict the reactants needed to synthesize it. The reactants are: [NH:1]1[CH2:5][CH2:4][CH2:3][C:2]1=[O:6].[F:7][C:8]([F:19])([F:18])[C:9](O[C:9](=[O:10])[C:8]([F:19])([F:18])[F:7])=[O:10]. (6) Given the product [CH:8]1[CH:7]=[CH:6][C:5]([OH:4])=[C:10]([C:11]([NH:61][CH2:15][C:14]([OH:22])=[O:21])=[O:13])[CH:9]=1, predict the reactants needed to synthesize it. The reactants are: CC([O:4][C:5]1[CH:6]=[CH:7][CH:8]=[CH:9][C:10]=1[C:11]([OH:13])=O)=O.[C:14]([OH:22])(=[O:21])[C:15]1C=CC=CC=1.C1C(C2C=CC(F)=CC=2F)=CC(C(O)=O)=C(O)C=1.C(O)(=O)C1C(=CC=C(C=1)O)O.C1C(O)=CC(C([NH:61]CC(O)=O)=O)=C(O)C=1.OC(C(C1C=CC(CC(C)C)=CC=1)C)=O.C(OC)(=O)C1C(=CC=CC=1)O.C(O)(=O)C1C(=CC=CC=1)O.C1C=CC(O)=C(C(OC2C=CC=CC=2C(O)=O)=O)C=1.